Regression. Given two drug SMILES strings and cell line genomic features, predict the synergy score measuring deviation from expected non-interaction effect. From a dataset of Merck oncology drug combination screen with 23,052 pairs across 39 cell lines. (1) Drug 1: CCC1(O)CC2CN(CCc3c([nH]c4ccccc34)C(C(=O)OC)(c3cc4c(cc3OC)N(C)C3C(O)(C(=O)OC)C(OC(C)=O)C5(CC)C=CCN6CCC43C65)C2)C1. Drug 2: COC1CC2CCC(C)C(O)(O2)C(=O)C(=O)N2CCCCC2C(=O)OC(C(C)CC2CCC(OP(C)(C)=O)C(OC)C2)CC(=O)C(C)C=C(C)C(O)C(OC)C(=O)C(C)CC(C)C=CC=CC=C1C. Cell line: DLD1. Synergy scores: synergy=13.5. (2) Drug 1: O=C(CCCCCCC(=O)Nc1ccccc1)NO. Drug 2: Cn1nnc2c(C(N)=O)ncn2c1=O. Cell line: UWB1289. Synergy scores: synergy=22.9. (3) Drug 1: COC12C(COC(N)=O)C3=C(C(=O)C(C)=C(N)C3=O)N1CC1NC12. Drug 2: CC(C)CC(NC(=O)C(Cc1ccccc1)NC(=O)c1cnccn1)B(O)O. Cell line: MSTO. Synergy scores: synergy=26.9. (4) Drug 1: NC1(c2ccc(-c3nc4ccn5c(=O)[nH]nc5c4cc3-c3ccccc3)cc2)CCC1. Cell line: SW620. Drug 2: NC1CCCCC1N.O=C(O)C(=O)O.[Pt+2]. Synergy scores: synergy=-5.81.